This data is from Reaction yield outcomes from USPTO patents with 853,638 reactions. The task is: Predict the reaction yield, written as a fraction of the theoretical maximum amount of product (1.0 means a 100% yield; for example, 0.34 means a 34% yield). (1) The reactants are C(OC(=O)[NH:7][C@@H:8]([CH2:26][C:27]1[C:35]2[C:30](=[CH:31][CH:32]=[CH:33][CH:34]=2)[NH:29][CH:28]=1)[CH2:9][O:10][C:11]1[CH:12]=[N:13][CH:14]=[C:15]([CH:17]=[CH:18][C:19]2[CH:24]=[CH:23][N:22]=[C:21](F)[CH:20]=2)[CH:16]=1)(C)(C)C.[C:37]1([OH:43])[CH:42]=[CH:41][CH:40]=[CH:39][CH:38]=1.[OH-].[K+]. No catalyst specified. The product is [NH:29]1[C:30]2[C:35](=[CH:34][CH:33]=[CH:32][CH:31]=2)[C:27]([CH2:26][C@H:8]([NH2:7])[CH2:9][O:10][C:11]2[CH:12]=[N:13][CH:14]=[C:15]([CH:17]=[CH:18][C:19]3[CH:24]=[CH:23][N:22]=[C:21]([O:43][C:37]4[CH:42]=[CH:41][CH:40]=[CH:39][CH:38]=4)[CH:20]=3)[CH:16]=2)=[CH:28]1. The yield is 0.0530. (2) The reactants are [CH3:1][C:2]1[C:6]([CH2:7][N:8]2[CH:12]=[C:11]([N:13]3[C:17](=[O:18])[CH2:16][NH:15][C:14]3=[O:19])[CH:10]=[N:9]2)=[C:5]([CH3:20])[O:4][N:3]=1.[CH3:21][O:22][C:23]1[CH:31]=[CH:30][CH:29]=[CH:28][C:24]=1[CH2:25][CH2:26]Br. No catalyst specified. The product is [CH3:1][C:2]1[C:6]([CH2:7][N:8]2[CH:12]=[C:11]([N:13]3[C:17](=[O:18])[CH2:16][N:15]([CH2:26][CH2:25][C:24]4[CH:28]=[CH:29][CH:30]=[CH:31][C:23]=4[O:22][CH3:21])[C:14]3=[O:19])[CH:10]=[N:9]2)=[C:5]([CH3:20])[O:4][N:3]=1. The yield is 0.520.